This data is from Forward reaction prediction with 1.9M reactions from USPTO patents (1976-2016). The task is: Predict the product of the given reaction. (1) Given the reactants [NH2:1][C:2]1[CH:3]=[CH:4][C:5]([CH3:20])=[C:6]([C:8]2[CH:9]=[C:10]3[C:14](=[CH:15][CH:16]=2)[C:13](=[O:17])[C:12]([CH3:19])([CH3:18])[CH2:11]3)[CH:7]=1.[CH2:21]([N:28]=[C:29]=[O:30])[C:22]1[CH:27]=[CH:26][CH:25]=[CH:24][CH:23]=1, predict the reaction product. The product is: [CH2:21]([NH:28][C:29]([NH:1][C:2]1[CH:3]=[CH:4][C:5]([CH3:20])=[C:6]([C:8]2[CH:9]=[C:10]3[C:14](=[CH:15][CH:16]=2)[C:13](=[O:17])[C:12]([CH3:18])([CH3:19])[CH2:11]3)[CH:7]=1)=[O:30])[C:22]1[CH:27]=[CH:26][CH:25]=[CH:24][CH:23]=1. (2) Given the reactants [N+:1]([C:4]1[CH:12]=[CH:11][CH:10]=[C:9]2[C:5]=1[CH:6]=[N:7][NH:8]2)([O-])=O.I[CH2:14][CH3:15], predict the reaction product. The product is: [CH2:14]([N:7]1[CH:6]=[C:5]2[C:9]([CH:10]=[CH:11][CH:12]=[C:4]2[NH2:1])=[N:8]1)[CH3:15].